From a dataset of Peptide-MHC class I binding affinity with 185,985 pairs from IEDB/IMGT. Regression. Given a peptide amino acid sequence and an MHC pseudo amino acid sequence, predict their binding affinity value. This is MHC class I binding data. (1) The peptide sequence is DPSGAYFAW. The MHC is HLA-B07:02 with pseudo-sequence HLA-B07:02. The binding affinity (normalized) is 0.0966. (2) The peptide sequence is PSEVELEEY. The MHC is HLA-A01:01 with pseudo-sequence HLA-A01:01. The binding affinity (normalized) is 0.703.